From a dataset of Reaction yield outcomes from USPTO patents with 853,638 reactions. Predict the reaction yield, written as a fraction of the theoretical maximum amount of product (1.0 means a 100% yield; for example, 0.34 means a 34% yield). (1) The yield is 0.950. The product is [CH3:15][N:16]1[CH2:21][CH2:20][CH:19]([NH:22][C:2]2[CH:7]=[CH:6][C:5]([N+:8]([O-:10])=[O:9])=[CH:4][C:3]=2[C:11]([F:14])([F:13])[F:12])[CH2:18][CH2:17]1. The reactants are F[C:2]1[CH:7]=[CH:6][C:5]([N+:8]([O-:10])=[O:9])=[CH:4][C:3]=1[C:11]([F:14])([F:13])[F:12].[CH3:15][N:16]1[CH2:21][CH2:20][CH:19]([NH2:22])[CH2:18][CH2:17]1.C([O-])(O)=O.[Na+]. The catalyst is C1COCC1. (2) The reactants are [NH2:1][C@H:2]1[CH2:7][CH2:6][C@H:5]([NH2:8])[CH2:4][CH2:3]1.[CH3:9][S:10]([Cl:13])(=[O:12])=[O:11]. The catalyst is C(Cl)Cl. The product is [ClH:13].[NH2:1][CH:2]1[CH2:7][CH2:6][CH:5]([NH:8][S:10]([CH3:9])(=[O:12])=[O:11])[CH2:4][CH2:3]1. The yield is 0.640. (3) The reactants are Br[C:2]1[C:10]2[C:5](=[CH:6][CH:7]=[C:8]([C:11]#[N:12])[CH:9]=2)[N:4](C2CCCCO2)[N:3]=1.[O:19]1[C:24]2[CH:25]=[CH:26][C:27](B(O)O)=[CH:28][C:23]=2[O:22][CH2:21][CH2:20]1.ClCCl.P([O-])([O-])([O-])=O.[K+].[K+].[K+].Cl. The catalyst is COCCOC.O.CO. The product is [O:19]1[C:24]2[CH:25]=[CH:26][C:27]([C:2]3[C:10]4[C:5](=[CH:6][CH:7]=[C:8]([C:11]#[N:12])[CH:9]=4)[NH:4][N:3]=3)=[CH:28][C:23]=2[O:22][CH2:21][CH2:20]1. The yield is 0.710. (4) The yield is 0.850. The product is [I:6][C:7]1[CH:12]=[CH:11][C:10]([S:13][C:19](=[O:21])[CH3:20])=[CH:9][CH:8]=1. The reactants are Cl[Si](Cl)(C)C.[I:6][C:7]1[CH:12]=[CH:11][C:10]([S:13](Cl)(=O)=O)=[CH:9][CH:8]=1.CN(C)[C:19](=[O:21])[CH3:20].C(Cl)(=O)C. The catalyst is ClCCCl.ClC(Cl)C.[Zn].O. (5) The reactants are [CH2:1]([NH:3][C:4]1[CH:9]=[CH:8][CH:7]=[CH:6][CH:5]=1)[CH3:2].C(N(CC)CC)C.Br[CH2:18][CH2:19][CH2:20][C:21]([O:23][CH2:24][CH3:25])=[O:22]. The catalyst is C(OCC)(=O)C. The product is [CH2:1]([N:3]([C:4]1[CH:9]=[CH:8][CH:7]=[CH:6][CH:5]=1)[CH2:18][CH2:19][CH2:20][C:21]([O:23][CH2:24][CH3:25])=[O:22])[CH3:2]. The yield is 0.770. (6) The reactants are [O:1]1[CH2:6][CH2:5][CH:4]([N:7]2[CH:11]=[C:10]([NH2:12])[CH:9]=[N:8]2)[CH2:3][CH2:2]1.I[C:14]1[N:32]=[C:17]2[CH:18]=[CH:19][CH:20]=[C:21]([C:22]3[CH:27]=[CH:26][CH:25]=[C:24]([S:28]([CH3:31])(=[O:30])=[O:29])[CH:23]=3)[N:16]2[N:15]=1.C1(P(C2C=CC=CC=2)C2C3OC4C(=CC=CC=4P(C4C=CC=CC=4)C4C=CC=CC=4)C(C)(C)C=3C=CC=2)C=CC=CC=1.CC(C)([O-])C.[Na+]. The catalyst is O1CCOCC1.C1C=CC(/C=C/C(/C=C/C2C=CC=CC=2)=O)=CC=1.C1C=CC(/C=C/C(/C=C/C2C=CC=CC=2)=O)=CC=1.C1C=CC(/C=C/C(/C=C/C2C=CC=CC=2)=O)=CC=1.[Pd].[Pd]. The product is [CH3:31][S:28]([C:24]1[CH:23]=[C:22]([C:21]2[N:16]3[N:15]=[C:14]([NH:12][C:10]4[CH:9]=[N:8][N:7]([CH:4]5[CH2:3][CH2:2][O:1][CH2:6][CH2:5]5)[CH:11]=4)[N:32]=[C:17]3[CH:18]=[CH:19][CH:20]=2)[CH:27]=[CH:26][CH:25]=1)(=[O:29])=[O:30]. The yield is 0.110.